From a dataset of Forward reaction prediction with 1.9M reactions from USPTO patents (1976-2016). Predict the product of the given reaction. (1) The product is: [Cl:1][C:2]1[CH:7]=[CH:6][C:5]([S:8]([NH:11][C:12]2[CH:13]=[C:14]([CH3:19])[C:15]([CH:20]=[O:21])=[C:16]([CH3:18])[CH:17]=2)(=[O:9])=[O:10])=[CH:4][CH:3]=1. Given the reactants [Cl:1][C:2]1[CH:7]=[CH:6][C:5]([S:8]([NH:11][C:12]2[CH:17]=[C:16]([CH3:18])[CH:15]=[C:14]([CH3:19])[CH:13]=2)(=[O:10])=[O:9])=[CH:4][CH:3]=1.[CH3:20][O:21]C(Cl)Cl, predict the reaction product. (2) Given the reactants [CH:1]1([C:6]([C:8]2[CH:9]=[C:10](OS(C(F)(F)F)(=O)=O)[CH:11]=[C:12]([OH:14])[CH:13]=2)=[O:7])[CH2:5][CH2:4][CH2:3][CH2:2]1.[CH2:23]1[O:31][C:30]2[CH:29]=[CH:28][C:27](B(O)O)=[CH:26][C:25]=2[O:24]1.C(=O)([O-])[O-].[Na+].[Na+], predict the reaction product. The product is: [O:24]1[C:25]2[CH:26]=[CH:27][C:28]([C:10]3[CH:9]=[C:8]([C:6]([CH:1]4[CH2:2][CH2:3][CH2:4][CH2:5]4)=[O:7])[CH:13]=[C:12]([OH:14])[CH:11]=3)=[CH:29][C:30]=2[O:31][CH2:23]1. (3) The product is: [C:13]([O:17][C:18](=[O:25])[NH:19][CH:20]1[CH2:24][CH2:23][N:22]([C:6]([N:3]2[CH:2]=[CH:1][N:5]=[CH:4]2)=[O:7])[CH2:21]1)([CH3:16])([CH3:14])[CH3:15]. Given the reactants [CH:1]1[N:5]=[CH:4][N:3]([C:6](N2C=NC=C2)=[O:7])[CH:2]=1.[C:13]([O:17][C:18](=[O:25])[NH:19][CH:20]1[CH2:24][CH2:23][NH:22][CH2:21]1)([CH3:16])([CH3:15])[CH3:14], predict the reaction product. (4) Given the reactants [Cl:1][C:2]1[CH:7]=[C:6]([C:8]([F:11])([F:10])[F:9])[N:5]=[C:4]([C:12]2[CH:17]=[CH:16][N:15]=[CH:14][CH:13]=2)[N:3]=1.[CH3:18][O:19][C:20]1[C:26]([O:27][CH3:28])=[CH:25][C:23]([NH2:24])=[C:22]([CH3:29])[CH:21]=1, predict the reaction product. The product is: [ClH:1].[CH3:18][O:19][C:20]1[C:26]([O:27][CH3:28])=[CH:25][C:23]([NH:24][C:2]2[CH:7]=[C:6]([C:8]([F:11])([F:10])[F:9])[N:5]=[C:4]([C:12]3[CH:17]=[CH:16][N:15]=[CH:14][CH:13]=3)[N:3]=2)=[C:22]([CH3:29])[CH:21]=1. (5) The product is: [O:9]1[C:6]2[CH:5]=[CH:4][CH:3]=[CH:8][C:7]=2[CH:12]=[CH:11][NH:10]1. Given the reactants CO[C:3]1[CH:8]=[CH:7][C:6]([OH:9])=[CH:5][CH:4]=1.[NH2:10][CH2:11][CH2:12]CO.C=O.C(N(CC)CC)C.C(Cl)(=O)C=C, predict the reaction product. (6) The product is: [CH2:61]([O:1][C:2]1[C:9]([C:10]2[S:11][CH:12]=[CH:13][CH:14]=2)=[CH:8][C:5](/[CH:6]=[CH:18]/[C:17]([C:43]2[CH:44]=[CH:45][C:46]([C:51]([OH:53])=[O:52])=[CH:47][CH:48]=2)=[O:19])=[C:4]([O:15][CH3:16])[CH:3]=1)[CH3:62].[CH2:17]([O:19][CH2:20][CH:21]1[O:22][CH:23]([CH2:28][O:29][C:2]2[C:9]([C:10]3[S:11][CH:12]=[CH:13][CH:14]=3)=[CH:8][C:5]([CH:6]=[O:7])=[C:4]([O:15][CH3:16])[CH:3]=2)[CH:24]([CH2:26][OH:27])[O:25]1)[CH3:18]. Given the reactants [OH:1][C:2]1[C:9]([C:10]2[S:11][CH:12]=[CH:13][CH:14]=2)=[CH:8][C:5]([CH:6]=[O:7])=[C:4]([O:15][CH3:16])[CH:3]=1.[CH2:17]([O:19][CH2:20][CH:21]1[O:25][CH:24]([CH2:26][OH:27])[CH:23]([CH2:28][OH:29])[O:22]1)[CH3:18].[C:43]1(P([C:43]2[CH:48]=[CH:47][CH:46]=[CH:45][CH:44]=2)[C:43]2[CH:48]=[CH:47][CH:46]=[CH:45][CH:44]=2)[CH:48]=[CH:47][CH:46]=[CH:45][CH:44]=1.N(C(OCC)=O)=N[C:51]([O:53]CC)=[O:52].[CH2:61]1COC[CH2:62]1, predict the reaction product.